This data is from Reaction yield outcomes from USPTO patents with 853,638 reactions. The task is: Predict the reaction yield, written as a fraction of the theoretical maximum amount of product (1.0 means a 100% yield; for example, 0.34 means a 34% yield). (1) The reactants are COC1C=C(OC)C=CC=1C[NH:6][C:7]1[C:16]([O:17][CH3:18])=[N:15][C:14]2[C:9](=[CH:10][CH:11]=[C:12]([F:19])[CH:13]=2)[N:8]=1.FC(F)(F)C(O)=O. The catalyst is ClCCl. The product is [NH2:6][C:7]1[C:16]([O:17][CH3:18])=[N:15][C:14]2[C:9](=[CH:10][CH:11]=[C:12]([F:19])[CH:13]=2)[N:8]=1. The yield is 0.840. (2) The reactants are N(C(OC(C)C)=O)=N[C:3](OC(C)C)=O.[CH3:15][C:16]1[CH:21]=[CH:20][C:19]([C:22]([OH:31])([C:27]([F:30])([F:29])[F:28])[C:23]([F:26])([F:25])[F:24])=[CH:18][CH:17]=1.C1(P(C2C=CC=CC=2)C2C=CC=CC=2)C=CC=CC=1. The catalyst is ClCCl. The product is [F:30][C:27]([F:28])([F:29])[C:22]([C:19]1[CH:18]=[CH:17][C:16]([CH3:15])=[CH:21][CH:20]=1)([O:31][CH3:3])[C:23]([F:24])([F:25])[F:26]. The yield is 0.560. (3) The reactants are [CH3:1][S:2]([C:5]1[CH:6]=[CH:7][C:8]([C:14]2[S:15][CH:16]=[CH:17][CH:18]=2)=[C:9]([CH:13]=1)[C:10]([OH:12])=O)(=[O:4])=[O:3].Cl.[Cl:20][C:21]1[CH:22]=[C:23]([N:30]2[CH2:35][CH2:34][NH:33][CH2:32][CH2:31]2)[CH:24]=[C:25]([Cl:29])[C:26]=1[O:27][CH3:28]. No catalyst specified. The product is [Cl:20][C:21]1[CH:22]=[C:23]([N:30]2[CH2:35][CH2:34][N:33]([C:10]([C:9]3[CH:13]=[C:5]([S:2]([CH3:1])(=[O:3])=[O:4])[CH:6]=[CH:7][C:8]=3[C:14]3[S:15][CH:16]=[CH:17][CH:18]=3)=[O:12])[CH2:32][CH2:31]2)[CH:24]=[C:25]([Cl:29])[C:26]=1[O:27][CH3:28]. The yield is 0.410. (4) The reactants are Br[C:2]1[S:3][C:4]([C:8]2[N:9]([CH2:13][O:14][CH2:15][CH2:16][Si:17]([CH3:20])([CH3:19])[CH3:18])[CH:10]=[CH:11][N:12]=2)=[C:5]([Br:7])[N:6]=1.C[Sn](C)(C)[C:23]1[CH:28]=[CH:27][N:26]=[C:25]([NH:29][C:30](=[O:32])[CH3:31])[CH:24]=1.[Cl-].[Li+]. The catalyst is O1CCOCC1.C1C=CC([P]([Pd]([P](C2C=CC=CC=2)(C2C=CC=CC=2)C2C=CC=CC=2)([P](C2C=CC=CC=2)(C2C=CC=CC=2)C2C=CC=CC=2)[P](C2C=CC=CC=2)(C2C=CC=CC=2)C2C=CC=CC=2)(C2C=CC=CC=2)C2C=CC=CC=2)=CC=1.[Cu]I. The product is [Br:7][C:5]1[N:6]=[C:2]([C:23]2[CH:28]=[CH:27][N:26]=[C:25]([NH:29][C:30](=[O:32])[CH3:31])[CH:24]=2)[S:3][C:4]=1[C:8]1[N:9]([CH2:13][O:14][CH2:15][CH2:16][Si:17]([CH3:20])([CH3:19])[CH3:18])[CH:10]=[CH:11][N:12]=1. The yield is 0.660. (5) The reactants are [CH2:1]([O:3][C:4]([C:6]1[C:10]([CH3:11])=[CH:9][NH:8][C:7]=1[CH2:12][C:13]([OH:15])=O)=[O:5])[CH3:2].Cl.C(N=C=N[CH2:22][CH2:23][CH2:24][N:25]([CH3:27])[CH3:26])C.O[N:29]1[C:33]2C=CC=CC=2N=N1.O. The catalyst is CN(C)C=O.ClCCl. The product is [CH2:1]([O:3][C:4]([C:6]1[C:10]([CH3:11])=[CH:9][NH:8][C:7]=1[CH2:12][C:13](=[O:15])[NH:29][CH2:33][CH2:27][N:25]1[CH2:24][CH2:23][CH2:22][CH2:26]1)=[O:5])[CH3:2]. The yield is 1.00.